Dataset: Forward reaction prediction with 1.9M reactions from USPTO patents (1976-2016). Task: Predict the product of the given reaction. The product is: [Cl:19][C:13]1[CH:14]=[C:15]([Cl:18])[CH:16]=[CH:17][C:12]=1[C:11]1[C:7]([NH:6][C:36](=[O:37])[CH2:35][Br:34])=[CH:8][N:9]([CH2:10][CH2:11][CH2:7][N:6]2[C:42](=[O:43])[C:44]3[CH:14]=[CH:13][CH:12]=[CH:17][C:16]=3[C:1]2=[O:4])[CH:10]=1. Given the reactants [C:1]([O-:4])(O)=O.[Na+].[NH2:6][C:7]1[C:11]([C:12]2[CH:17]=[CH:16][C:15]([Cl:18])=[CH:14][C:13]=2[Cl:19])=[CH:10][NH:9][C:8]=1CCCN1C(=O)C2C=CC=CC=2C1=O.[Br:34][CH2:35][C:36](Cl)=[O:37].CCO[C:42]([CH3:44])=[O:43], predict the reaction product.